This data is from Catalyst prediction with 721,799 reactions and 888 catalyst types from USPTO. The task is: Predict which catalyst facilitates the given reaction. Reactant: [Si:1]([O:8][C@H:9]([C@H:11]([N:15]1[CH:19]=[C:18]([C:20]([O:22]CC)=O)[N:17]=[CH:16]1)[CH2:12][CH2:13][OH:14])[CH3:10])([C:4]([CH3:7])([CH3:6])[CH3:5])([CH3:3])[CH3:2].[NH3:25]. Product: [Si:1]([O:8][C@H:9]([C@H:11]([N:15]1[CH:19]=[C:18]([C:20]([NH2:25])=[O:22])[N:17]=[CH:16]1)[CH2:12][CH2:13][OH:14])[CH3:10])([C:4]([CH3:7])([CH3:6])[CH3:5])([CH3:3])[CH3:2]. The catalyst class is: 5.